This data is from Full USPTO retrosynthesis dataset with 1.9M reactions from patents (1976-2016). The task is: Predict the reactants needed to synthesize the given product. (1) Given the product [F:1][C:2]1[CH:11]=[C:10]([C:12]2[N:17]=[C:16]3[N:18]([CH2:21][C:22]4[CH:23]=[C:24]5[C:29](=[CH:30][CH:31]=4)[N:28]=[CH:27][CH:26]=[CH:25]5)[N:19]=[N:20][C:15]3=[CH:14][CH:13]=2)[CH:9]=[CH:8][C:3]=1[C:4]([OH:6])=[O:5], predict the reactants needed to synthesize it. The reactants are: [F:1][C:2]1[CH:11]=[C:10]([C:12]2[N:17]=[C:16]3[N:18]([CH2:21][C:22]4[CH:23]=[C:24]5[C:29](=[CH:30][CH:31]=4)[N:28]=[CH:27][CH:26]=[CH:25]5)[N:19]=[N:20][C:15]3=[CH:14][CH:13]=2)[CH:9]=[CH:8][C:3]=1[C:4]([O:6]C)=[O:5].[OH-].[Li+].Cl. (2) Given the product [Br:1][C:7]1[C:8]([NH2:11])=[CH:9][CH:10]=[C:5]([O:4][CH3:3])[N:6]=1, predict the reactants needed to synthesize it. The reactants are: [Br:1]Br.[CH3:3][O:4][C:5]1[CH:10]=[CH:9][C:8]([NH2:11])=[CH:7][N:6]=1.C([O-])(=O)C.[Na+].